From a dataset of Full USPTO retrosynthesis dataset with 1.9M reactions from patents (1976-2016). Predict the reactants needed to synthesize the given product. (1) Given the product [C:11]1([CH:9]([O:8][C:6]2[CH:5]=[N:4][CH:3]=[C:2]([B:17]3[O:21][C:20]([CH3:23])([CH3:22])[C:19]([CH3:25])([CH3:24])[O:18]3)[CH:7]=2)[CH3:10])[CH:16]=[CH:15][CH:14]=[CH:13][CH:12]=1, predict the reactants needed to synthesize it. The reactants are: Br[C:2]1[CH:3]=[N:4][CH:5]=[C:6]([O:8][CH:9]([C:11]2[CH:16]=[CH:15][CH:14]=[CH:13][CH:12]=2)[CH3:10])[CH:7]=1.[B:17]1([B:17]2[O:21][C:20]([CH3:23])([CH3:22])[C:19]([CH3:25])([CH3:24])[O:18]2)[O:21][C:20]([CH3:23])([CH3:22])[C:19]([CH3:25])([CH3:24])[O:18]1.C([O-])(=O)C.[K+]. (2) Given the product [NH2:20][C:21]1[C:22]([CH3:35])=[C:23]([CH3:34])[C:24]2[O:28][C:27]([CH3:29])([CH3:30])[C:26]([C:2]3[CH:7]=[CH:6][C:5]([CH3:8])=[CH:4][CH:3]=3)([OH:31])[C:25]=2[C:32]=1[CH3:33], predict the reactants needed to synthesize it. The reactants are: Br[C:2]1[CH:7]=[CH:6][C:5]([CH3:8])=[CH:4][CH:3]=1.C([Li])CCC.CCCCCC.[NH2:20][C:21]1[C:22]([CH3:35])=[C:23]([CH3:34])[C:24]2[O:28][C:27]([CH3:30])([CH3:29])[C:26](=[O:31])[C:25]=2[C:32]=1[CH3:33]. (3) Given the product [C:21]1(/[C:2](/[CH2:3][CH3:4])=[C:1](\[C:32]2[CH:33]=[CH:34][C:29]([CH:27]=[O:28])=[CH:30][CH:31]=2)/[C:5]2[CH:6]=[C:7]3[C:11](=[CH:12][CH:13]=2)[N:10]([CH:14]2[CH2:19][CH2:18][CH2:17][CH2:16][O:15]2)[N:9]=[CH:8]3)[CH:26]=[CH:25][CH:24]=[CH:23][CH:22]=1, predict the reactants needed to synthesize it. The reactants are: [C:1]([C:5]1[CH:6]=[C:7]2[C:11](=[CH:12][CH:13]=1)[N:10]([CH:14]1[CH2:19][CH2:18][CH2:17][CH2:16][O:15]1)[N:9]=[CH:8]2)#[C:2][CH2:3][CH3:4].I[C:21]1[CH:26]=[CH:25][CH:24]=[CH:23][CH:22]=1.[CH:27]([C:29]1[CH:34]=[CH:33][C:32](B(O)O)=[CH:31][CH:30]=1)=[O:28]. (4) Given the product [Br:1][C:2]1[CH:7]=[C:6]([CH2:8][O:9][CH3:10])[CH:5]=[CH:4][C:3]=1[CH:11]1[CH2:12][C:20](=[O:21])[C:19]1([Cl:24])[Cl:18], predict the reactants needed to synthesize it. The reactants are: [Br:1][C:2]1[CH:7]=[C:6]([CH2:8][O:9][CH3:10])[CH:5]=[CH:4][C:3]=1[CH:11]=[CH2:12].O=P(Cl)(Cl)Cl.[Cl:18][C:19]([Cl:24])(Cl)[C:20](Cl)=[O:21]. (5) Given the product [O:9]1[CH2:10][CH2:11][O:12][CH:8]1[C:6]1[CH:7]=[C:2]([CH:3]=[CH:4][C:5]=1[F:13])[CH:21]=[O:22], predict the reactants needed to synthesize it. The reactants are: Br[C:2]1[CH:3]=[CH:4][C:5]([F:13])=[C:6]([CH:8]2[O:12][CH2:11][CH2:10][O:9]2)[CH:7]=1.[Li]CCCC.C1C[O:22][CH2:21]C1. (6) Given the product [Br:1][C:2]1[C:3](=[O:17])[N:4]([CH2:9][C:10]2[CH:15]=[CH:14][C:13]([Cl:16])=[CH:12][CH:11]=2)[C:5](=[O:8])[N:6]([C:21]2[CH:22]=[CH:23][CH:24]=[CH:25][C:20]=2[CH2:19][OH:18])[N:7]=1, predict the reactants needed to synthesize it. The reactants are: [Br:1][C:2]1[C:3](=[O:17])[N:4]([CH2:9][C:10]2[CH:15]=[CH:14][C:13]([Cl:16])=[CH:12][CH:11]=2)[C:5](=[O:8])[NH:6][N:7]=1.[OH:18][CH2:19][C:20]1[CH:25]=[CH:24][CH:23]=[CH:22][C:21]=1B(O)O.N1C=CC=CC=1.